This data is from Reaction yield outcomes from USPTO patents with 853,638 reactions. The task is: Predict the reaction yield, written as a fraction of the theoretical maximum amount of product (1.0 means a 100% yield; for example, 0.34 means a 34% yield). (1) The yield is 0.900. No catalyst specified. The reactants are Cl.[NH2:2][C:3]1[CH:4]=[C:5]([N:17]([CH3:21])[C:18](=[O:20])[CH3:19])[CH:6]=[CH:7][C:8]=1[NH:9][CH2:10][CH:11]1[CH2:16][CH2:15][O:14][CH2:13][CH2:12]1.[F:22][C:23]([F:28])([F:27])[C:24](O)=O. The product is [CH3:21][N:17]([C:5]1[CH:6]=[CH:7][C:8]2[N:9]([CH2:10][CH:11]3[CH2:12][CH2:13][O:14][CH2:15][CH2:16]3)[C:24]([C:23]([F:28])([F:27])[F:22])=[N:2][C:3]=2[CH:4]=1)[C:18](=[O:20])[CH3:19]. (2) The reactants are [Br:1][C:2]1[O:6][C:5]([CH:7]([C:9]2[C:10]([Cl:15])=[N:11][CH:12]=[N:13][CH:14]=2)[OH:8])=[CH:4][CH:3]=1. The catalyst is C(Cl)Cl.O=[Mn]=O. The product is [Br:1][C:2]1[O:6][C:5]([C:7]([C:9]2[C:10]([Cl:15])=[N:11][CH:12]=[N:13][CH:14]=2)=[O:8])=[CH:4][CH:3]=1. The yield is 0.930. (3) The reactants are [O:1]=[C:2]([N:9]([N:16]1[CH2:21][CH2:20][CH2:19][CH2:18][C:17]1=O)[C:10]1[CH:15]=[CH:14][CH:13]=[CH:12][CH:11]=1)[CH2:3][C:4]([O:6][CH2:7][CH3:8])=[O:5]. The catalyst is C1CCN2C(=NCCC2)CC1.O. The product is [O:1]=[C:2]1[C:3]([C:4]([O:6][CH2:7][CH3:8])=[O:5])=[C:17]2[CH2:18][CH2:19][CH2:20][CH2:21][N:16]2[N:9]1[C:10]1[CH:15]=[CH:14][CH:13]=[CH:12][CH:11]=1. The yield is 0.900. (4) The reactants are [CH2:1]([N:8]1[CH2:12][CH2:11][C@@H:10]([NH2:13])[CH2:9]1)[C:2]1[CH:7]=[CH:6][CH:5]=[CH:4][CH:3]=1.[O:14]1[CH2:19][CH2:18][C:17](=O)[CH2:16][CH2:15]1.[C:21](O)(=O)C.C(O[BH-](OC(=O)C)OC(=O)C)(=O)C.[Na+].C=O.C([BH3-])#N.[Na+]. The catalyst is C(Cl)Cl.CCO. The product is [CH2:1]([N:8]1[CH2:12][CH2:11][C@@H:10]([N:13]([CH3:21])[CH:17]2[CH2:18][CH2:19][O:14][CH2:15][CH2:16]2)[CH2:9]1)[C:2]1[CH:3]=[CH:4][CH:5]=[CH:6][CH:7]=1. The yield is 0.440. (5) The reactants are [Cl-].C[Al+]C.[CH2:5]([NH:7][CH2:8][CH3:9])[CH3:6].[CH2:10]1[C:16]2[CH:17]=[CH:18][CH:19]=[CH:20][C:15]=2[CH2:14][CH2:13][N:12]([S:21]([NH:24][C:25]2[N:30]=[C:29]([CH2:31][C:32]([O:34]CC)=O)[CH:28]=[CH:27][CH:26]=2)(=[O:23])=[O:22])[CH2:11]1. The catalyst is CCCCCC.C(Cl)Cl. The product is [CH2:5]([N:7]([CH2:8][CH3:9])[C:32](=[O:34])[CH2:31][C:29]1[CH:28]=[CH:27][CH:26]=[C:25]([NH:24][S:21]([N:12]2[CH2:13][CH2:14][C:15]3[CH:20]=[CH:19][CH:18]=[CH:17][C:16]=3[CH2:10][CH2:11]2)(=[O:22])=[O:23])[N:30]=1)[CH3:6]. The yield is 0.590. (6) The reactants are [Br:1][C:2]1[CH:7]=[CH:6][C:5]([C:8](=O)[CH2:9][N:10]2[CH:14]=[CH:13][CH:12]=[C:11]2[C:15]([OH:17])=O)=[CH:4][CH:3]=1.[CH2:19]([NH2:22])[CH2:20][NH2:21]. No catalyst specified. The product is [Br:1][C:2]1[CH:3]=[CH:4][C:5]([C:8]23[NH:22][CH2:19][CH2:20][N:21]2[C:15](=[O:17])[C:11]2[N:10]([CH:14]=[CH:13][CH:12]=2)[CH2:9]3)=[CH:6][CH:7]=1. The yield is 0.900. (7) The reactants are Cl[C:2]1[C:3]2[CH:17]=[CH:16][CH:15]=[N:14][C:4]=2[N:5]=[C:6]([C:8]2[CH:13]=[CH:12][CH:11]=[CH:10][CH:9]=2)[N:7]=1.[NH2:18][C:19]1[CH:23]=[C:22]([CH3:24])[NH:21][N:20]=1. The catalyst is C1COCC1. The product is [CH3:24][C:22]1[CH:23]=[C:19]([NH:18][C:2]2[C:3]3[CH:17]=[CH:16][CH:15]=[N:14][C:4]=3[N:5]=[C:6]([C:8]3[CH:13]=[CH:12][CH:11]=[CH:10][CH:9]=3)[N:7]=2)[NH:20][N:21]=1. The yield is 0.500.